From a dataset of TCR-epitope binding with 47,182 pairs between 192 epitopes and 23,139 TCRs. Binary Classification. Given a T-cell receptor sequence (or CDR3 region) and an epitope sequence, predict whether binding occurs between them. (1) The epitope is GTITVEELK. The TCR CDR3 sequence is CASTRMGLAETQYF. Result: 1 (the TCR binds to the epitope). (2) The epitope is SLFNTVATLY. The TCR CDR3 sequence is CASSQGGYSNQPQHF. Result: 0 (the TCR does not bind to the epitope). (3) The epitope is KLPDDFTGCV. The TCR CDR3 sequence is CASSYLTSKETQYF. Result: 1 (the TCR binds to the epitope). (4) The epitope is SEVGPEHSLAEY. The TCR CDR3 sequence is CASSQENQETQYF. Result: 1 (the TCR binds to the epitope). (5) The epitope is DATYQRTRALVR. The TCR CDR3 sequence is CASSIRSSYEQYF. Result: 0 (the TCR does not bind to the epitope). (6) The TCR CDR3 sequence is CASRTGHYNTGELFF. Result: 0 (the TCR does not bind to the epitope). The epitope is LEPLVDLPI.